From a dataset of NCI-60 drug combinations with 297,098 pairs across 59 cell lines. Regression. Given two drug SMILES strings and cell line genomic features, predict the synergy score measuring deviation from expected non-interaction effect. (1) Drug 1: CCC1=CC2CC(C3=C(CN(C2)C1)C4=CC=CC=C4N3)(C5=C(C=C6C(=C5)C78CCN9C7C(C=CC9)(C(C(C8N6C)(C(=O)OC)O)OC(=O)C)CC)OC)C(=O)OC. Drug 2: COCCOC1=C(C=C2C(=C1)C(=NC=N2)NC3=CC=CC(=C3)C#C)OCCOC. Cell line: HCT116. Synergy scores: CSS=65.0, Synergy_ZIP=6.50, Synergy_Bliss=7.79, Synergy_Loewe=5.92, Synergy_HSA=9.42. (2) Drug 1: COC1=C(C=C2C(=C1)N=CN=C2NC3=CC(=C(C=C3)F)Cl)OCCCN4CCOCC4. Drug 2: C1=NC2=C(N1)C(=S)N=C(N2)N. Cell line: UO-31. Synergy scores: CSS=39.0, Synergy_ZIP=-6.09, Synergy_Bliss=-6.22, Synergy_Loewe=1.63, Synergy_HSA=2.97. (3) Drug 1: CC1=C(C(CCC1)(C)C)C=CC(=CC=CC(=CC(=O)O)C)C. Drug 2: CC1=C(C=C(C=C1)NC(=O)C2=CC=C(C=C2)CN3CCN(CC3)C)NC4=NC=CC(=N4)C5=CN=CC=C5. Cell line: NCI-H226. Synergy scores: CSS=6.96, Synergy_ZIP=-1.65, Synergy_Bliss=0.449, Synergy_Loewe=-3.04, Synergy_HSA=1.32. (4) Drug 1: CS(=O)(=O)C1=CC(=C(C=C1)C(=O)NC2=CC(=C(C=C2)Cl)C3=CC=CC=N3)Cl. Drug 2: CS(=O)(=O)OCCCCOS(=O)(=O)C. Cell line: SN12C. Synergy scores: CSS=5.15, Synergy_ZIP=-2.36, Synergy_Bliss=-1.01, Synergy_Loewe=-1.80, Synergy_HSA=-1.74.